Dataset: Forward reaction prediction with 1.9M reactions from USPTO patents (1976-2016). Task: Predict the product of the given reaction. (1) Given the reactants C[O:2][C:3](=[O:22])[C:4]1[CH:16]=[C:15]([C:17]2[S:18][CH:19]=[CH:20][N:21]=2)[CH:14]=[C:6]([C:7]([N:9]([CH3:13])[CH2:10][CH2:11][CH3:12])=[O:8])[CH:5]=1.[OH-].[Na+].Cl, predict the reaction product. The product is: [CH3:13][N:9]([CH2:10][CH2:11][CH3:12])[C:7](=[O:8])[C:6]1[CH:5]=[C:4]([CH:16]=[C:15]([C:17]2[S:18][CH:19]=[CH:20][N:21]=2)[CH:14]=1)[C:3]([OH:22])=[O:2]. (2) The product is: [CH2:1]([S:8][C:9]1[C:10]([C:11]2[O:17][CH2:16][CH2:15][O:14][N:13]=2)=[CH:18][CH:19]=[CH:20][N:21]=1)[C:2]1[CH:7]=[CH:6][CH:5]=[CH:4][CH:3]=1. Given the reactants [CH2:1]([S:8][C:9]1[N:21]=[CH:20][CH:19]=[CH:18][C:10]=1[C:11]([NH:13][O:14][CH2:15][CH2:16][OH:17])=O)[C:2]1[CH:7]=[CH:6][CH:5]=[CH:4][CH:3]=1.S(Cl)(Cl)=O.C([O-])([O-])=O.[K+].[K+].O, predict the reaction product. (3) Given the reactants [NH2:1][C:2]1[CH:3]=[CH:4][C:5]([CH3:13])=[C:6]([CH:12]=1)[C:7]([O:9][CH2:10][CH3:11])=[O:8].Cl[CH2:15][C:16]1[CH:24]=[CH:23][C:19]([C:20](Cl)=[O:21])=[CH:18][C:17]=1[C:25]([F:28])([F:27])[F:26].[CH3:29][N:30]1[CH2:35][CH2:34][NH:33][CH2:32][CH2:31]1.C([O-])([O-])=O.[K+].[K+], predict the reaction product. The product is: [CH3:13][C:5]1[CH:4]=[CH:3][C:2]([NH:1][C:20](=[O:21])[C:19]2[CH:23]=[CH:24][C:16]([CH2:15][N:33]3[CH2:34][CH2:35][N:30]([CH3:29])[CH2:31][CH2:32]3)=[C:17]([C:25]([F:28])([F:27])[F:26])[CH:18]=2)=[CH:12][C:6]=1[C:7]([O:9][CH2:10][CH3:11])=[O:8].